Dataset: Reaction yield outcomes from USPTO patents with 853,638 reactions. Task: Predict the reaction yield, written as a fraction of the theoretical maximum amount of product (1.0 means a 100% yield; for example, 0.34 means a 34% yield). The reactants are Br[CH2:2][C:3]1[N:4]([CH3:19])[C:5]2[C:10]([N:11]=1)=[C:9]([N:12]1[CH2:17][CH2:16][O:15][CH2:14][CH2:13]1)[N:8]=[C:7]([Cl:18])[N:6]=2.[C:20]([O:24][C:25]([N:27]1[CH2:32][CH2:31][NH:30][C:29]([CH3:34])([CH3:33])[CH2:28]1)=[O:26])([CH3:23])([CH3:22])[CH3:21].C([O-])([O-])=O.[K+].[K+]. The catalyst is CN(C=O)C. The product is [C:20]([O:24][C:25]([N:27]1[CH2:32][CH2:31][N:30]([CH2:2][C:3]2[N:4]([CH3:19])[C:5]3[C:10]([N:11]=2)=[C:9]([N:12]2[CH2:17][CH2:16][O:15][CH2:14][CH2:13]2)[N:8]=[C:7]([Cl:18])[N:6]=3)[C:29]([CH3:34])([CH3:33])[CH2:28]1)=[O:26])([CH3:23])([CH3:21])[CH3:22]. The yield is 0.270.